This data is from Forward reaction prediction with 1.9M reactions from USPTO patents (1976-2016). The task is: Predict the product of the given reaction. (1) Given the reactants [NH2:1][CH:2]([CH2:12][C:13]1[CH:18]=[CH:17][CH:16]=[C:15]([O:19][CH2:20][C:21]([F:26])([F:25])[CH:22]([F:24])[F:23])[CH:14]=1)[CH:3]([C:5]1[CH:10]=[CH:9][C:8]([F:11])=[CH:7][CH:6]=1)[OH:4].[F:27][C:28]1[C:37]2[C:32](=[CH:33][CH:34]=[CH:35][CH:36]=2)[C:31]([C:38](O)=[O:39])=[CH:30][CH:29]=1.Cl.C(N=C=NCCCN(C)C)C.ON1C2C=CC=CC=2N=N1, predict the reaction product. The product is: [F:11][C:8]1[CH:9]=[CH:10][C:5]([CH:3]([OH:4])[CH:2]([NH:1][C:38]([C:31]2[C:32]3[C:37](=[CH:36][CH:35]=[CH:34][CH:33]=3)[C:28]([F:27])=[CH:29][CH:30]=2)=[O:39])[CH2:12][C:13]2[CH:18]=[CH:17][CH:16]=[C:15]([O:19][CH2:20][C:21]([F:26])([F:25])[CH:22]([F:24])[F:23])[CH:14]=2)=[CH:6][CH:7]=1. (2) Given the reactants [Br:1][C:2]1[CH:9]=[CH:8][C:7]([O:10][Si:11]([C:24]([CH3:27])([CH3:26])[CH3:25])([C:18]2[CH:23]=[CH:22][CH:21]=[CH:20][CH:19]=2)[C:12]2[CH:17]=[CH:16][CH:15]=[CH:14][CH:13]=2)=[CH:6][C:3]=1[CH:4]=O.C([BH3-])#[N:29].[Na+], predict the reaction product. The product is: [Br:1][C:2]1[CH:9]=[CH:8][C:7]([O:10][Si:11]([C:24]([CH3:25])([CH3:26])[CH3:27])([C:12]2[CH:17]=[CH:16][CH:15]=[CH:14][CH:13]=2)[C:18]2[CH:23]=[CH:22][CH:21]=[CH:20][CH:19]=2)=[CH:6][C:3]=1[CH2:4][NH2:29]. (3) Given the reactants [C:1]([N:8]1[CH2:12][CH2:11][C@H:10]([OH:13])[CH2:9]1)([O:3][C:4]([CH3:7])([CH3:6])[CH3:5])=[O:2].[CH3:14][S:15](Cl)(=[O:17])=[O:16].O, predict the reaction product. The product is: [C:4]([O:3][C:1]([N:8]1[CH2:12][CH2:11][C@H:10]([O:13][S:15]([CH3:14])(=[O:17])=[O:16])[CH2:9]1)=[O:2])([CH3:7])([CH3:6])[CH3:5]. (4) The product is: [CH3:20][C:21]1[CH:22]=[C:23]([CH:24]([C:2]2[CH:3]=[N:4][CH:5]=[CH:6][C:7]=2[CH3:8])[OH:25])[O:26][C:27]=1[CH3:28]. Given the reactants Br[C:2]1[CH:3]=[N:4][CH:5]=[CH:6][C:7]=1[CH3:8].C([Li])CCC.CCCCCC.[CH3:20][C:21]1[CH:22]=[C:23]([O:26][C:27]=1[CH3:28])[CH:24]=[O:25].O, predict the reaction product.